From a dataset of Forward reaction prediction with 1.9M reactions from USPTO patents (1976-2016). Predict the product of the given reaction. Given the reactants Cl[C:2]1C=CC=C(C(OO)=O)[CH:3]=1.C(S[C:15]1[CH:20]=[C:19]([C:21]([F:24])([F:23])[F:22])[CH:18]=[CH:17][C:16]=1[C:25]1[O:26][C:27]2[CH:33]=[CH:32][C:31]([C:34]([F:37])([F:36])[F:35])=[CH:30][C:28]=2[N:29]=1)C.[S:38]([O-:41])([O-])=[O:39].[Na+].[Na+], predict the reaction product. The product is: [CH2:2]([S:38]([C:15]1[CH:20]=[C:19]([C:21]([F:24])([F:22])[F:23])[CH:18]=[CH:17][C:16]=1[C:25]1[O:26][C:27]2[CH:33]=[CH:32][C:31]([C:34]([F:37])([F:36])[F:35])=[CH:30][C:28]=2[N:29]=1)(=[O:41])=[O:39])[CH3:3].